Dataset: Full USPTO retrosynthesis dataset with 1.9M reactions from patents (1976-2016). Task: Predict the reactants needed to synthesize the given product. (1) The reactants are: [NH2:1][C:2]1[N:7]=[CH:6][N:5]=[C:4]2[N:8]([CH:21]([C:23]3[O:24][C:25]4[C:30]([C:31](=[O:40])[C:32]=3[C:33]3[CH:38]=[CH:37][CH:36]=[C:35]([F:39])[CH:34]=3)=[CH:29][CH:28]=[CH:27][CH:26]=4)[CH3:22])[N:9]=[C:10]([C:11]3[CH:16]=[CH:15][C:14]([NH:17]C(=O)C)=[CH:13][CH:12]=3)[C:3]=12.Cl.C(=O)([O-])[O-].[Na+].[Na+].ClCCl. Given the product [NH2:1][C:2]1[N:7]=[CH:6][N:5]=[C:4]2[N:8]([CH:21]([C:23]3[O:24][C:25]4[C:30]([C:31](=[O:40])[C:32]=3[C:33]3[CH:38]=[CH:37][CH:36]=[C:35]([F:39])[CH:34]=3)=[CH:29][CH:28]=[CH:27][CH:26]=4)[CH3:22])[N:9]=[C:10]([C:11]3[CH:12]=[CH:13][C:14]([NH2:17])=[CH:15][CH:16]=3)[C:3]=12, predict the reactants needed to synthesize it. (2) Given the product [CH:5]1([CH2:8][O:9][C:10]2[CH:15]=[CH:14][CH:13]=[C:12]([CH2:16][CH2:17][N+:18]([O-:20])=[O:19])[CH:11]=2)[CH2:7][CH2:6]1, predict the reactants needed to synthesize it. The reactants are: C(O)(=O)C.[CH:5]1([CH2:8][O:9][C:10]2[CH:15]=[CH:14][CH:13]=[C:12](/[CH:16]=[CH:17]/[N+:18]([O-:20])=[O:19])[CH:11]=2)[CH2:7][CH2:6]1.[BH4-].[Na+]. (3) Given the product [OH:1][CH2:2][CH2:3][CH2:4][CH2:5][S:6][C:10]1[CH:15]=[CH:14][C:13]([C:16](=[O:18])[CH3:17])=[CH:12][CH:11]=1, predict the reactants needed to synthesize it. The reactants are: [OH:1][CH2:2][CH2:3][CH2:4][CH2:5][SH:6].[H-].[Na+].Cl[C:10]1[CH:15]=[CH:14][C:13]([C:16](=[O:18])[CH3:17])=[CH:12][CH:11]=1. (4) Given the product [C:1]([C:4]1[S:8][C:7]2[CH:9]=[CH:10][CH:11]=[C:12]([C:13]3[CH:18]=[C:17]([C:19]([CH3:21])([CH3:20])[CH3:22])[CH:16]=[C:15]([C:23]([CH3:26])([CH3:25])[CH3:24])[C:14]=3[OH:27])[C:6]=2[CH:5]=1)(=[O:3])[CH3:2], predict the reactants needed to synthesize it. The reactants are: [C:1]([C:4]1[S:8][C:7]2[CH:9]=[CH:10][CH:11]=[C:12]([C:13]3[CH:18]=[C:17]([C:19]([CH3:22])([CH3:21])[CH3:20])[CH:16]=[C:15]([C:23]([CH3:26])([CH3:25])[CH3:24])[C:14]=3[O:27]COC)[C:6]=2[CH:5]=1)(=[O:3])[CH3:2].Cl. (5) The reactants are: Br[CH2:2][CH:3]1[O:8][C:7]2=[CH:9][S:10][CH:11]=[C:6]2[O:5][CH2:4]1.[C:12]([O-:15])(=[O:14])[CH3:13].[K+]. Given the product [C:12]([O:15][CH2:2][CH:3]1[O:8][C:7]2=[CH:9][S:10][CH:11]=[C:6]2[O:5][CH2:4]1)(=[O:14])[CH3:13], predict the reactants needed to synthesize it. (6) Given the product [Cl:12][C@@H:13]([CH3:17])[C:14]([O:16][C:18]([CH3:21])([CH3:20])[CH3:19])=[O:15], predict the reactants needed to synthesize it. The reactants are: S([O-])([O-])(=O)=O.[Mg+2].S(=O)(=O)(O)O.[Cl:12][C@@H:13]([CH3:17])[C:14]([OH:16])=[O:15].[C:18](O)([CH3:21])([CH3:20])[CH3:19].C(=O)(O)[O-].[Na+].